Predict the product of the given reaction. From a dataset of Forward reaction prediction with 1.9M reactions from USPTO patents (1976-2016). (1) Given the reactants NC1SC2C3C(CC=2[C:3]=1[C:14](N)=[O:15])=CC=CC=3.[NH2:17][C:18]1[S:22][C:21]2[C:23]3[C:28]([CH2:29][CH2:30][C:20]=2[C:19]=1[C:33]([NH2:35])=[O:34])=[CH:27][C:26]([O:31][CH3:32])=[CH:25][CH:24]=3, predict the reaction product. The product is: [C:14]([NH:17][C:18]1[S:22][C:21]2[C:23]3[C:28]([CH2:29][CH2:30][C:20]=2[C:19]=1[C:33]([NH2:35])=[O:34])=[CH:27][C:26]([O:31][CH3:32])=[CH:25][CH:24]=3)(=[O:15])[CH3:3]. (2) Given the reactants ClC1N=C(N2CCOCC2)C2SC(CN3CCN(C(OC(C)(C)C)=O)CC3)=CC=2N=1.[O:31]1[CH2:36][CH2:35][N:34]([C:37]2[C:38]3[S:52][C:51]([CH2:53][N:54]4[CH2:59][CH2:58][NH:57][CH2:56][CH2:55]4)=[CH:50][C:39]=3[N:40]=[C:41]([C:43]3[CH:44]=[N:45][C:46]([NH2:49])=[N:47][CH:48]=3)[N:42]=2)[CH2:33][CH2:32]1.[CH3:60][S:61]([CH2:64][C:65](O)=[O:66])(=[O:63])=[O:62], predict the reaction product. The product is: [NH2:49][C:46]1[N:47]=[CH:48][C:43]([C:41]2[N:42]=[C:37]([N:34]3[CH2:33][CH2:32][O:31][CH2:36][CH2:35]3)[C:38]3[S:52][C:51]([CH2:53][N:54]4[CH2:55][CH2:56][N:57]([C:65](=[O:66])[CH2:64][S:61]([CH3:60])(=[O:63])=[O:62])[CH2:58][CH2:59]4)=[CH:50][C:39]=3[N:40]=2)=[CH:44][N:45]=1.